From a dataset of Forward reaction prediction with 1.9M reactions from USPTO patents (1976-2016). Predict the product of the given reaction. (1) Given the reactants [CH3:1][N:2]1[C:10]2[C:9]3=[C:11]([O:17][CH2:18][CH2:19][CH3:20])[S:12][C:13]([C:14](O)=[O:15])=[C:8]3[CH2:7][CH2:6][C:5]=2[CH:4]=[N:3]1.CC[N:23]=C=NCCCN(C)C.O, predict the reaction product. The product is: [CH3:1][N:2]1[C:10]2[C:9]3=[C:11]([O:17][CH2:18][CH2:19][CH3:20])[S:12][C:13]([C:14]([NH2:23])=[O:15])=[C:8]3[CH2:7][CH2:6][C:5]=2[CH:4]=[N:3]1. (2) Given the reactants [Cl:1][C:2]1[C:11]2[C:6](=[CH:7][CH:8]=[CH:9][CH:10]=2)[C:5]([N:12]2[CH2:17][CH2:16][NH:15][CH2:14][C@H:13]2[CH3:18])=[N:4][N:3]=1.[CH:19]1([C:25](Cl)=[O:26])[CH2:24][CH2:23][CH2:22][CH2:21][CH2:20]1, predict the reaction product. The product is: [Cl:1][C:2]1[C:11]2[C:6](=[CH:7][CH:8]=[CH:9][CH:10]=2)[C:5]([N:12]2[CH2:17][CH2:16][N:15]([C:25]([CH:19]3[CH2:24][CH2:23][CH2:22][CH2:21][CH2:20]3)=[O:26])[CH2:14][C@H:13]2[CH3:18])=[N:4][N:3]=1. (3) Given the reactants [CH2:1]([O:8][C:9]([N:11]([CH2:18][C:19]1[CH:24]=[CH:23][C:22]([NH:25][CH2:26][C@@H]2CCCN2C(OC(C)(C)C)=O)=[C:21]([N+:39]([O-])=O)[CH:20]=1)[C@H:12]([C:14]([CH3:17])([CH3:16])[CH3:15])[CH3:13])=[O:10])[C:2]1[CH:7]=[CH:6][CH:5]=[CH:4][CH:3]=1.[NH4+:42].[Cl-].[OH2:44].[CH3:45][OH:46], predict the reaction product. The product is: [NH2:39][C:21]1[CH:20]=[C:19]([CH2:18][N:11]([C:9]([O:8][CH2:1][C:2]2[CH:3]=[CH:4][CH:5]=[CH:6][CH:7]=2)=[O:10])[C@H:12]([C:14]([CH3:17])([CH3:16])[CH3:15])[CH3:13])[CH:24]=[CH:23][C:22]=1[NH:25][CH2:26][O:44][C:45]([N:42]1[CH2:4][CH2:3][CH2:2][CH2:1]1)=[O:46]. (4) Given the reactants [CH3:1][C:2]1C=CC(B2OC(C)(C)C(C)(C)O2)=C(NC(=O)OC(C)(C)C)C=1.[CH:25]1[C:34]2[C:29](=[C:30]([NH2:39])[N:31]=[C:32]3[CH:38]=[CH:37][CH:36]=[CH:35][C:33]3=2)[N:28]=[CH:27][CH:26]=1.[C:40](=O)([O-])[O-].[Na+].[Na+], predict the reaction product. The product is: [CH3:40][C:37]1[CH:36]=[CH:35][C:33]2=[C:34]3[C:29](=[C:30]([NH2:39])[N:31]=[C:32]2[CH:38]=1)[N:28]=[CH:27][C:26]([CH:1]=[CH2:2])=[CH:25]3. (5) Given the reactants Br[C:2]1[CH:3]=[CH:4][C:5]2[C:6](Br)=[CH:7][C:8]3[C:17]([C:18]=2[CH:19]=1)=[CH:16][C:15](Br)=[C:14]1[C:9]=3[CH:10]=[C:11](Br)[CH:12]=[CH:13]1.[C:23]1([CH3:34])[CH:28]=[C:27]([CH3:29])[CH:26]=[C:25]([CH3:30])[C:24]=1B(O)O.[C:45](P([C:45]([CH3:48])([CH3:47])[CH3:46])C[Si](C)(C)C)([CH3:48])([CH3:47])[CH3:46].C(=O)([O-])[O-].[Cs+].[Cs+], predict the reaction product. The product is: [CH3:34][C:23]1[CH:28]=[C:27]([CH3:29])[CH:26]=[C:25]([CH3:30])[C:24]=1[C:2]1[CH:3]=[CH:4][C:5]2[C:6]([C:48]3[C:3]([CH3:4])=[CH:2][C:19]([CH3:18])=[CH:47][C:45]=3[CH3:46])=[CH:7][C:8]3[C:17]([C:18]=2[CH:19]=1)=[CH:16][C:15]([C:24]1[C:25]([CH3:30])=[CH:26][C:27]([CH3:29])=[CH:28][C:23]=1[CH3:34])=[C:14]1[C:9]=3[CH:10]=[C:11]([C:24]2[C:25]([CH3:30])=[CH:26][C:27]([CH3:29])=[CH:28][C:23]=2[CH3:34])[CH:12]=[CH:13]1.